From a dataset of Forward reaction prediction with 1.9M reactions from USPTO patents (1976-2016). Predict the product of the given reaction. (1) Given the reactants [CH:1]([Mg]Br)=[CH2:2].[Br:5][C:6]1[CH:11]=[CH:10][C:9]([NH:12][C:13]2[C:21]([CH:22]=[O:23])=[C:20]3[N:16]([CH2:17][CH2:18][CH2:19]3)[C:15](=[O:24])[C:14]=2[F:25])=[C:8]([F:26])[CH:7]=1, predict the reaction product. The product is: [Br:5][C:6]1[CH:11]=[CH:10][C:9]([NH:12][C:13]2[C:21]([CH:22]([OH:23])[CH:1]=[CH2:2])=[C:20]3[N:16]([CH2:17][CH2:18][CH2:19]3)[C:15](=[O:24])[C:14]=2[F:25])=[C:8]([F:26])[CH:7]=1. (2) Given the reactants [CH3:1][O:2][C:3]1[CH:4]=[C:5]2[C:10](=[CH:11][C:12]=1[O:13][CH3:14])[N:9]=[CH:8][CH:7]=[C:6]2[O:15][C:16]1[CH:22]=[CH:21][C:19]([NH2:20])=[C:18]([CH3:23])[C:17]=1[CH3:24].C(N(CC)CC)C.ClC(Cl)(O[C:36](=[O:42])OC(Cl)(Cl)Cl)Cl.[N:44]1([CH2:50][CH2:51][NH2:52])[CH2:49][CH2:48][CH2:47][CH2:46][CH2:45]1, predict the reaction product. The product is: [CH3:1][O:2][C:3]1[CH:4]=[C:5]2[C:10](=[CH:11][C:12]=1[O:13][CH3:14])[N:9]=[CH:8][CH:7]=[C:6]2[O:15][C:16]1[CH:22]=[CH:21][C:19]([NH:20][C:36]([NH:52][CH2:51][CH2:50][N:44]2[CH2:49][CH2:48][CH2:47][CH2:46][CH2:45]2)=[O:42])=[C:18]([CH3:23])[C:17]=1[CH3:24]. (3) The product is: [Br:20][C:16]1[CH:15]=[C:14]([CH2:13][C@H:9]([NH:8][C:6](=[O:7])[O:5][C:1]([CH3:2])([CH3:3])[CH3:4])[C:10]([N:60]([C:59]2[CH:62]=[CH:63][C:56]([O:55][CH3:54])=[CH:57][CH:58]=2)[CH3:61])=[O:12])[CH:19]=[CH:18][CH:17]=1. Given the reactants [C:1]([O:5][C:6]([NH:8][C@@H:9]([CH2:13][C:14]1[CH:19]=[CH:18][CH:17]=[C:16]([Br:20])[CH:15]=1)[C:10]([OH:12])=O)=[O:7])([CH3:4])([CH3:3])[CH3:2].F[P-](F)(F)(F)(F)F.N1(OC(N(C)C)=[N+](C)C)C2N=CC=CC=2N=N1.CCN(C(C)C)C(C)C.[CH3:54][O:55][C:56]1[CH:63]=[CH:62][C:59]([NH:60][CH3:61])=[CH:58][CH:57]=1, predict the reaction product. (4) Given the reactants [NH:1]1[C:5]([C:6]([O:8][CH3:9])=[O:7])=[CH:4][C:3]([C:10]([O:12][CH3:13])=[O:11])=[N:2]1.FC(F)(F)C(OC(=O)C(F)(F)F)=O.[N+:27]([O-])([O-:29])=[O:28].[NH4+], predict the reaction product. The product is: [N+:27]([C:4]1[C:5]([C:6]([O:8][CH3:9])=[O:7])=[N:1][NH:2][C:3]=1[C:10]([O:12][CH3:13])=[O:11])([O-:29])=[O:28]. (5) Given the reactants [F:1][C:2]1[CH:7]=[CH:6][C:5]([C:8]2[CH:9]=[C:10]([C:15]([O:17]C)=[O:16])[C:11](=[O:14])[NH:12][N:13]=2)=[CH:4][C:3]=1[CH3:19].CS(O[CH2:25][CH2:26][C:27]1[CH:32]=[CH:31][C:30]([Cl:33])=[CH:29][CH:28]=1)(=O)=O, predict the reaction product. The product is: [C:15]([C:10]1[C:11](=[O:14])[N:12]([CH2:25][CH2:26][C:27]2[CH:32]=[CH:31][C:30]([Cl:33])=[CH:29][CH:28]=2)[N:13]=[C:8]([C:5]2[CH:6]=[CH:7][C:2]([F:1])=[C:3]([CH3:19])[CH:4]=2)[CH:9]=1)([OH:17])=[O:16]. (6) Given the reactants [F:1][C:2]1[CH:7]=[C:6]([I:8])[CH:5]=[CH:4][C:3]=1[NH:9][C:10]1[CH:18]=[N:17][CH:16]=[CH:15][C:11]=1[C:12]([OH:14])=O.[N:19]1([NH2:25])[CH2:24][CH2:23][O:22][CH2:21][CH2:20]1, predict the reaction product. The product is: [F:1][C:2]1[CH:7]=[C:6]([I:8])[CH:5]=[CH:4][C:3]=1[NH:9][C:10]1[CH:18]=[N:17][CH:16]=[CH:15][C:11]=1[C:12]([NH:25][N:19]1[CH2:24][CH2:23][O:22][CH2:21][CH2:20]1)=[O:14]. (7) Given the reactants [CH2:1]([C:3]1[S:7][C:6]([NH:8][C:9]([NH2:11])=[O:10])=[N:5][N:4]=1)[CH3:2].Cl.N[C@@H:14]([CH2:17][CH2:18][N:19]1[CH2:22][CH:21]([O:23][C:24]2[CH:29]=[CH:28][C:27]([Cl:30])=[C:26]([F:31])[CH:25]=2)[CH2:20]1)[CH2:15][OH:16], predict the reaction product. The product is: [Cl:30][C:27]1[CH:28]=[CH:29][C:24]([O:23][CH:21]2[CH2:20][N:19]([CH2:18][CH2:17][C@H:14]([NH:11][C:9]([NH:8][C:6]3[S:7][C:3]([CH2:1][CH3:2])=[N:4][N:5]=3)=[O:10])[CH2:15][OH:16])[CH2:22]2)=[CH:25][C:26]=1[F:31]. (8) Given the reactants C1COCC1.[CH2:6]([O:8][C:9]([C:11]1[N:12]([C:34]2[CH:39]=[CH:38][C:37]([O:40][CH:41]3[CH2:45][CH2:44][CH2:43][CH2:42]3)=[CH:36][CH:35]=2)[C:13]2[C:18]([C:19]=1[CH2:20][CH2:21][C:22]#[N:23])=[CH:17][C:16]([C:24]1[CH:29]=[CH:28][C:27]([C:30]([F:33])([F:32])[F:31])=[CH:26][CH:25]=1)=[CH:15][CH:14]=2)=[O:10])[CH3:7].Cl.[OH-].[Na+], predict the reaction product. The product is: [CH2:6]([O:8][C:9]([C:11]1[N:12]([C:34]2[CH:39]=[CH:38][C:37]([O:40][CH:41]3[CH2:42][CH2:43][CH2:44][CH2:45]3)=[CH:36][CH:35]=2)[C:13]2[C:18]([C:19]=1[CH2:20][CH2:21][CH2:22][NH2:23])=[CH:17][C:16]([C:24]1[CH:29]=[CH:28][C:27]([C:30]([F:33])([F:31])[F:32])=[CH:26][CH:25]=1)=[CH:15][CH:14]=2)=[O:10])[CH3:7]. (9) Given the reactants [CH2:1]([O:8][C:9]1[C:18]2[C:13](=[CH:14][CH:15]=[C:16]([CH:19]=[O:20])[CH:17]=2)[N:12]=[C:11]([N:21]2[CH2:27][C:26]3[CH:28]=[CH:29][CH:30]=[CH:31][C:25]=3[S:24][CH2:23][CH2:22]2)[N:10]=1)[C:2]1[CH:7]=[CH:6][CH:5]=[CH:4][CH:3]=1.[BH4-].[Na+], predict the reaction product. The product is: [CH2:1]([O:8][C:9]1[C:18]2[C:13](=[CH:14][CH:15]=[C:16]([CH2:19][OH:20])[CH:17]=2)[N:12]=[C:11]([N:21]2[CH2:27][C:26]3[CH:28]=[CH:29][CH:30]=[CH:31][C:25]=3[S:24][CH2:23][CH2:22]2)[N:10]=1)[C:2]1[CH:3]=[CH:4][CH:5]=[CH:6][CH:7]=1. (10) Given the reactants C(O)C.[CH:4]1([N:7]2[C:16]3[C:11](=[CH:12][CH:13]=[C:14]([C:21]4[CH:22]=[C:23]5[C:27](=[CH:28][CH:29]=4)[C@@H:26]([CH3:30])[NH:25][CH2:24]5)[C:15]=3[O:17][CH:18]([F:20])[F:19])[C:10](=[O:31])[C:9]([C:32]([OH:34])=[O:33])=[CH:8]2)[CH2:6][CH2:5]1.[OH-].[Na+:36], predict the reaction product. The product is: [CH:4]1([N:7]2[C:16]3[C:11](=[CH:12][CH:13]=[C:14]([C:21]4[CH:22]=[C:23]5[C:27](=[CH:28][CH:29]=4)[C@@H:26]([CH3:30])[NH:25][CH2:24]5)[C:15]=3[O:17][CH:18]([F:20])[F:19])[C:10](=[O:31])[C:9]([C:32]([O-:34])=[O:33])=[CH:8]2)[CH2:6][CH2:5]1.[Na+:36].